Predict the product of the given reaction. From a dataset of Forward reaction prediction with 1.9M reactions from USPTO patents (1976-2016). (1) Given the reactants [C:1]([C:3]1[CH:4]=[N:5][CH:6]=[CH:7][CH:8]=1)#[CH:2].[F:9][C:10]1[CH:11]=[C:12]([C:14](I)=[CH:15][CH:16]=1)[NH2:13], predict the reaction product. The product is: [F:9][C:10]1[CH:11]=[C:12]2[C:14]([CH:2]=[C:1]([C:3]3[CH:4]=[N:5][CH:6]=[CH:7][CH:8]=3)[NH:13]2)=[CH:15][CH:16]=1. (2) Given the reactants [CH3:1][O:2][C:3](=[O:9])[C@@H:4]1[CH2:8][CH2:7][CH2:6][NH:5]1.Cl.CCN(CC)CC.[Cl:18][CH2:19][C:20](Cl)=[O:21], predict the reaction product. The product is: [CH3:1][O:2][C:3](=[O:9])[C@@H:4]1[CH2:8][CH2:7][CH2:6][N:5]1[C:20](=[O:21])[CH2:19][Cl:18]. (3) The product is: [CH3:1][C:2]1[C:6]2[C:17](=[O:16])[C:19]3[CH2:24][CH2:23][CH2:22][CH2:21][C:20]=3[NH:7][C:5]=2[N:4]([C:8]2[CH:13]=[CH:12][CH:11]=[CH:10][N:9]=2)[N:3]=1. Given the reactants [CH3:1][C:2]1[CH:6]=[C:5]([NH2:7])[N:4]([C:8]2[CH:13]=[CH:12][CH:11]=[CH:10][N:9]=2)[N:3]=1.CC[O:16][C:17]([CH:19]1[C:24](=O)[CH2:23][CH2:22][CH2:21][CH2:20]1)=O.[OH-].[Na+], predict the reaction product. (4) Given the reactants [Cl:1][C:2]1[CH:20]=[CH:19][C:5]([C:6]([NH:8][C:9]2[CH:14]=[CH:13][CH:12]=[C:11]([C:15]([F:18])([F:17])[F:16])[CH:10]=2)=[O:7])=[CH:4][C:3]=1[NH:21][C:22]1[N:27]=[CH:26][N:25]=[C:24]2[NH:28][N:29]=[CH:30][C:23]=12.Br.Br[CH2:33][CH2:34][N:35]([CH2:38][CH3:39])[CH2:36][CH3:37].C(=O)([O-])[O-].[Cs+].[Cs+], predict the reaction product. The product is: [Cl:1][C:2]1[CH:20]=[CH:19][C:5]([C:6]([NH:8][C:9]2[CH:14]=[CH:13][CH:12]=[C:11]([C:15]([F:18])([F:17])[F:16])[CH:10]=2)=[O:7])=[CH:4][C:3]=1[NH:21][C:22]1[N:27]=[CH:26][N:25]=[C:24]2[N:28]([CH2:33][CH2:34][N:35]([CH2:38][CH3:39])[CH2:36][CH3:37])[N:29]=[CH:30][C:23]=12. (5) Given the reactants [Cl-].[In+3].[Cl-].[Cl-].[NH2:5][C:6]1[CH:11]=[CH:10][C:9](S(N)(=O)=O)=[CH:8][CH:7]=1.[CH:16]1[CH2:20]C=C[CH:17]=1.O1C=CCC1, predict the reaction product. The product is: [N:5]1[C:6]2[C:11](=[CH:10][CH:9]=[CH:8][CH:7]=2)[CH:20]=[CH:16][CH:17]=1. (6) Given the reactants [NH:1]1[C:9]2[C:4](=[CH:5][CH:6]=[CH:7][CH:8]=2)[CH:3]=[C:2]1[C:10]([O:12][CH2:13][CH3:14])=[O:11].Cl[CH2:16][C:17]1[CH:22]=[CH:21][C:20]([F:23])=[CH:19][CH:18]=1.C(=O)([O-])[O-].[K+].[K+].O, predict the reaction product. The product is: [F:23][C:20]1[CH:21]=[CH:22][C:17]([CH2:16][N:1]2[C:9]3[C:4](=[CH:5][CH:6]=[CH:7][CH:8]=3)[CH:3]=[C:2]2[C:10]([O:12][CH2:13][CH3:14])=[O:11])=[CH:18][CH:19]=1. (7) Given the reactants [Cl:1][C:2]1[CH:3]=[C:4]([CH:26]=[CH:27][C:28]=1[F:29])[CH2:5][C:6]1[S:7][C:8]2[C:14]([C:15]3[CH:16]=[C:17]([CH:23]=[CH:24][CH:25]=3)[C:18]([O:20]CC)=[O:19])=[CH:13][CH:12]=[CH:11][C:9]=2[CH:10]=1.[Cl:30][C:31]1[CH:32]=[C:33]([CH:53]=[CH:54][C:55]=1[F:56])[CH2:34][C:35]1[S:36][C:37]2[C:43]([C:44]3[CH:45]=[C:46]([CH:50]=[CH:51][CH:52]=3)[C:47](O)=[O:48])=[CH:42][CH:41]=[CH:40][C:38]=2[CH:39]=1.[CH3:57][O:58][CH2:59][CH2:60][NH2:61], predict the reaction product. The product is: [Cl:1][C:2]1[CH:3]=[C:4]([CH:26]=[CH:27][C:28]=1[F:29])[CH2:5][C:6]1[S:7][C:8]2[C:14]([C:15]3[CH:16]=[C:17]([CH:23]=[CH:24][CH:25]=3)[C:18]([OH:20])=[O:19])=[CH:13][CH:12]=[CH:11][C:9]=2[CH:10]=1.[Cl:30][C:31]1[CH:32]=[C:33]([CH:53]=[CH:54][C:55]=1[F:56])[CH2:34][C:35]1[S:36][C:37]2[C:43]([C:44]3[CH:45]=[C:46]([CH:50]=[CH:51][CH:52]=3)[C:47]([NH:61][CH2:60][CH2:59][O:58][CH3:57])=[O:48])=[CH:42][CH:41]=[CH:40][C:38]=2[CH:39]=1. (8) Given the reactants [C:1]([O:5][C:6](=[O:28])[CH2:7][N:8]1[C:12]2[CH:13]=[CH:14][CH:15]=[CH:16][C:11]=2[N:10]=[C:9]1[S:17][CH2:18][CH2:19][NH:20]C(OC(C)(C)C)=O)([CH3:4])([CH3:3])[CH3:2].[ClH:29], predict the reaction product. The product is: [Cl-:29].[C:1]([O:5][C:6]([CH2:7][N:8]1[C:12]2[CH:13]=[CH:14][CH:15]=[CH:16][C:11]=2[N:10]=[C:9]1[S:17][CH2:18][CH2:19][NH3+:20])=[O:28])([CH3:4])([CH3:3])[CH3:2]. (9) Given the reactants [CH:1]1([C:4]2[CH:9]=[C:8]([O:10][CH3:11])[CH:7]=[C:6]([O:12][CH3:13])[CH:5]=2)[CH2:3][CH2:2]1.CN(CCN(C)C)C.C([Li])CCC.[B:27](OC)([O:30]C)[O:28]C.[Cl-].[NH4+], predict the reaction product. The product is: [CH:1]1([C:4]2[CH:5]=[C:6]([O:12][CH3:13])[C:7]([B:27]([OH:30])[OH:28])=[C:8]([O:10][CH3:11])[CH:9]=2)[CH2:3][CH2:2]1.